Dataset: Forward reaction prediction with 1.9M reactions from USPTO patents (1976-2016). Task: Predict the product of the given reaction. (1) Given the reactants [CH3:1][O:2][C:3]([C:5]1[C:13]([Cl:14])=[C:12]2[C:8]([C:9]([CH:23]3[CH2:28][CH2:27][CH2:26][CH2:25][CH2:24]3)=[C:10]([C:15]3[CH:20]=[CH:19][C:18]([O:21][CH3:22])=[CH:17][CH:16]=3)[NH:11]2)=[CH:7][CH:6]=1)=[O:4].[H-].[Na+].Br[CH2:32][CH2:33][O:34][Si:35]([C:38]([CH3:41])([CH3:40])[CH3:39])([CH3:37])[CH3:36].Cl, predict the reaction product. The product is: [CH3:1][O:2][C:3]([C:5]1[C:13]([Cl:14])=[C:12]2[C:8]([C:9]([CH:23]3[CH2:28][CH2:27][CH2:26][CH2:25][CH2:24]3)=[C:10]([C:15]3[CH:20]=[CH:19][C:18]([O:21][CH3:22])=[CH:17][CH:16]=3)[N:11]2[CH2:32][CH2:33][O:34][Si:35]([C:38]([CH3:41])([CH3:40])[CH3:39])([CH3:37])[CH3:36])=[CH:7][CH:6]=1)=[O:4]. (2) Given the reactants [F:1][C:2]1[C:18]([N:19]2[C:24](=[O:25])[CH:23]=[C:22]([C:26]([F:29])([F:28])[F:27])[NH:21][C:20]2=[O:30])=[CH:17][C:5]2[N:6]([C:9]3[CH:14]=[CH:13][CH:12]=[CH:11][C:10]=3[O:15][CH3:16])[N:7]=[N:8][C:4]=2[CH:3]=1.[C:31](=O)([O-])[O-].[K+].[K+].COS(OC)(=O)=O.O, predict the reaction product. The product is: [F:1][C:2]1[C:18]([N:19]2[C:24](=[O:25])[CH:23]=[C:22]([C:26]([F:27])([F:28])[F:29])[N:21]([CH3:31])[C:20]2=[O:30])=[CH:17][C:5]2[N:6]([C:9]3[CH:14]=[CH:13][CH:12]=[CH:11][C:10]=3[O:15][CH3:16])[N:7]=[N:8][C:4]=2[CH:3]=1. (3) Given the reactants [F:1][C:2]1[CH:3]=[C:4]([CH:8]=[CH:9][C:10]=1F)[C:5]([OH:7])=[O:6].CC(S)C.C(=O)([O-])[O-:17].[Cs+].[Cs+].Cl[C:23]1C=C(C=[CH:31][CH:32]=1)C(OO)=O.C[S:34](C)=[O:35], predict the reaction product. The product is: [F:1][C:2]1[CH:3]=[C:4]([CH:8]=[CH:9][C:10]=1[S:34]([CH:32]([CH3:31])[CH3:23])(=[O:35])=[O:17])[C:5]([OH:7])=[O:6]. (4) Given the reactants [O:1]=[C:2]1[CH:6]=[C:5]([C@@H:7]2[CH2:12][CH2:11][N:10](C(OC)=O)[C@@H:9]([CH2:17][C:18]3[CH:23]=[CH:22][C:21]([O:24][C:25]([F:28])([F:27])[F:26])=[CH:20][CH:19]=3)[CH2:8]2)[O:4][NH:3]1.Br, predict the reaction product. The product is: [F:28][C:25]([F:26])([F:27])[O:24][C:21]1[CH:22]=[CH:23][C:18]([CH2:17][C@H:9]2[CH2:8][C@H:7]([C:5]3[O:4][NH:3][C:2](=[O:1])[CH:6]=3)[CH2:12][CH2:11][NH:10]2)=[CH:19][CH:20]=1. (5) Given the reactants [CH2:1]([C@H:8]1[CH2:12][S:11][C:10](=[O:13])[NH:9]1)[C:2]1[CH:7]=[CH:6][CH:5]=[CH:4][CH:3]=1.C(N(CC)CC)C.Cl.C(N=C=N)C.[O:27]=[C:28]1[C:33]2[CH:34]=[CH:35][CH:36]=[CH:37][C:32]=2[N:31]=[N:30][N:29]1[CH2:38][CH2:39][CH2:40][C:41](O)=[O:42], predict the reaction product. The product is: [CH2:1]([C@H:8]1[CH2:12][S:11][C:10](=[O:13])[N:9]1[C:41](=[O:42])[CH2:40][CH2:39][CH2:38][N:29]1[C:28](=[O:27])[C:33]2[CH:34]=[CH:35][CH:36]=[CH:37][C:32]=2[N:31]=[N:30]1)[C:2]1[CH:3]=[CH:4][CH:5]=[CH:6][CH:7]=1. (6) The product is: [CH3:1][C:2]1([CH3:20])[CH2:6][C:5]2[C:7]([CH3:19])=[C:8]([N:13]3[CH2:14][CH2:15][N:16]([C:22]4[CH:23]=[CH:24][C:25]([O:28][C:29]([F:30])([F:31])[F:32])=[CH:26][CH:27]=4)[CH2:17][CH2:18]3)[C:9]([CH3:12])=[C:10]([CH3:11])[C:4]=2[O:3]1. Given the reactants [CH3:1][C:2]1([CH3:20])[CH2:6][C:5]2[C:7]([CH3:19])=[C:8]([N:13]3[CH2:18][CH2:17][NH:16][CH2:15][CH2:14]3)[C:9]([CH3:12])=[C:10]([CH3:11])[C:4]=2[O:3]1.Br[C:22]1[CH:27]=[CH:26][C:25]([O:28][C:29]([F:32])([F:31])[F:30])=[CH:24][CH:23]=1, predict the reaction product. (7) The product is: [CH:46]([C:49]1[CH:50]=[C:51]([NH:57][C:2]2[C:7]([C:8]3[N:13]=[C:12]([CH3:14])[N:11]=[C:10]([N:15]([CH2:16][C:17]4[CH:18]=[CH:19][C:20]([O:23][CH3:24])=[CH:21][CH:22]=4)[CH2:25][C:26]4[CH:27]=[CH:28][C:29]([O:32][CH3:33])=[CH:30][CH:31]=4)[N:9]=3)=[CH:6][C:5]([C@H:34]([N:36]3[CH2:37][CH2:38][N:39]([S:42]([CH3:45])(=[O:44])=[O:43])[CH2:40][CH2:41]3)[CH3:35])=[CH:4][N:3]=2)[CH:52]=[N:53][C:54]=1[O:55][CH3:56])([CH3:48])[CH3:47]. Given the reactants F[C:2]1[C:7]([C:8]2[N:13]=[C:12]([CH3:14])[N:11]=[C:10]([N:15]([CH2:25][C:26]3[CH:31]=[CH:30][C:29]([O:32][CH3:33])=[CH:28][CH:27]=3)[CH2:16][C:17]3[CH:22]=[CH:21][C:20]([O:23][CH3:24])=[CH:19][CH:18]=3)[N:9]=2)=[CH:6][C:5]([C@H:34]([N:36]2[CH2:41][CH2:40][N:39]([S:42]([CH3:45])(=[O:44])=[O:43])[CH2:38][CH2:37]2)[CH3:35])=[CH:4][N:3]=1.[CH:46]([C:49]1[CH:50]=[C:51]([NH2:57])[CH:52]=[N:53][C:54]=1[O:55][CH3:56])([CH3:48])[CH3:47].C[Si]([N-][Si](C)(C)C)(C)C.[Li+], predict the reaction product. (8) Given the reactants [C:1]([Si:5]([C:32]1[CH:37]=[CH:36][CH:35]=[CH:34][CH:33]=1)([C:26]1[CH:31]=[CH:30][CH:29]=[CH:28][CH:27]=1)[O:6][CH2:7][C:8]([F:25])([F:24])[CH2:9][NH:10][CH:11]([CH3:23])[CH2:12][C:13]1[C:21]2[C:16](=[CH:17][CH:18]=[C:19]([F:22])[CH:20]=2)[NH:15][CH:14]=1)([CH3:4])([CH3:3])[CH3:2].[I:38][C:39]1[CH:46]=[C:45]([F:47])[C:42]([CH:43]=O)=[C:41]([F:48])[CH:40]=1.C(O)(=O)C, predict the reaction product. The product is: [C:1]([Si:5]([C:26]1[CH:31]=[CH:30][CH:29]=[CH:28][CH:27]=1)([C:32]1[CH:33]=[CH:34][CH:35]=[CH:36][CH:37]=1)[O:6][CH2:7][C:8]([F:25])([F:24])[CH2:9][N:10]1[CH:11]([CH3:23])[CH2:12][C:13]2[C:21]3[C:16](=[CH:17][CH:18]=[C:19]([F:22])[CH:20]=3)[NH:15][C:14]=2[CH:43]1[C:42]1[C:45]([F:47])=[CH:46][C:39]([I:38])=[CH:40][C:41]=1[F:48])([CH3:2])([CH3:3])[CH3:4].